From a dataset of Reaction yield outcomes from USPTO patents with 853,638 reactions. Predict the reaction yield, written as a fraction of the theoretical maximum amount of product (1.0 means a 100% yield; for example, 0.34 means a 34% yield). (1) The reactants are [C:1]12([CH2:11][CH2:12][OH:13])[CH2:10][CH:5]3[CH2:6][CH:7]([CH2:9][CH:3]([CH2:4]3)[CH2:2]1)[CH2:8]2.C1N=CN([C:19]([N:21]2C=N[CH:23]=[CH:22]2)=[O:20])C=1.NCC1[CH:33]=[CH:32][C:31](/[CH:34]=[CH:35]/[C:36]([O:38][CH3:39])=[O:37])=[CH:30][CH:29]=1.Cl.C1CCN2C(=NCCC2)CC1.CCN(C(C)C)C(C)C. The catalyst is C1COCC1.O. The product is [C:1]12([CH2:11][CH2:12][O:13][C:19]([NH:21][CH2:22][C:23]3[CH:29]=[CH:30][C:31](/[CH:34]=[CH:35]/[C:36]([O:38][CH3:39])=[O:37])=[CH:32][CH:33]=3)=[O:20])[CH2:8][CH:7]3[CH2:6][CH:5]([CH2:4][CH:3]([CH2:9]3)[CH2:2]1)[CH2:10]2. The yield is 0.250. (2) The reactants are [Cl:1][C:2]1[CH:3]=[N+:4]([O-:39])[CH:5]=[C:6]([Cl:38])[C:7]=1[CH2:8][C@@H:9]([C:23]1[CH:28]=[CH:27][C:26]([O:29][CH:30]([F:32])[F:31])=[C:25]([O:33][CH2:34][CH:35]2[CH2:37][CH2:36]2)[CH:24]=1)[O:10][C:11](OC1C=CC([N+]([O-])=O)=CC=1)=[O:12].Cl.[N+:41]([C:44]1[CH:49]=[CH:48][C:47]([CH2:50][NH2:51])=[CH:46][CH:45]=1)([O-:43])=[O:42]. The catalyst is C(Cl)Cl.CN(C1C=CN=CC=1)C. The product is [Cl:38][C:6]1[CH:5]=[N+:4]([O-:39])[CH:3]=[C:2]([Cl:1])[C:7]=1[CH2:8][C@@H:9]([C:23]1[CH:28]=[CH:27][C:26]([O:29][CH:30]([F:31])[F:32])=[C:25]([O:33][CH2:34][CH:35]2[CH2:37][CH2:36]2)[CH:24]=1)[O:10][C:11](=[O:12])[NH:51][CH2:50][C:47]1[CH:46]=[CH:45][C:44]([N+:41]([O-:43])=[O:42])=[CH:49][CH:48]=1. The yield is 0.860. (3) The reactants are [CH:1]([C:3]1[C:12]2[C:7](=[CH:8][CH:9]=[CH:10][CH:11]=2)[C:6]([CH2:13][N:14]2[C:22](=[O:23])[C:21]3[C:16](=[CH:17][CH:18]=[CH:19][CH:20]=3)[C:15]2=[O:24])=[CH:5][CH:4]=1)=[CH2:2].Br[CH:26]([C:31]1[CH:36]=[C:35]([Cl:37])[C:34]([Cl:38])=[C:33]([Cl:39])[CH:32]=1)[C:27]([F:30])([F:29])[F:28].N1C=CC=CC=1C1C=CC=CN=1. The catalyst is ClC1C=CC=CC=1Cl.Cl[Cu]. The product is [F:30][C:27]([F:28])([F:29])[CH:26]([C:31]1[CH:32]=[C:33]([Cl:39])[C:34]([Cl:38])=[C:35]([Cl:37])[CH:36]=1)/[CH:2]=[CH:1]/[C:3]1[C:12]2[C:7](=[CH:8][CH:9]=[CH:10][CH:11]=2)[C:6]([CH2:13][N:14]2[C:22](=[O:23])[C:21]3[C:16](=[CH:17][CH:18]=[CH:19][CH:20]=3)[C:15]2=[O:24])=[CH:5][CH:4]=1. The yield is 0.560. (4) The product is [Cl:1][C:2]1[N:7]=[C:6]([NH:19][C:18]2[CH:17]=[CH:16][C:15]([O:14][CH2:10][CH2:11][CH2:12][CH3:13])=[CH:21][CH:20]=2)[C:5]([F:9])=[CH:4][N:3]=1. The reactants are [Cl:1][C:2]1[N:7]=[C:6](Cl)[C:5]([F:9])=[CH:4][N:3]=1.[CH2:10]([O:14][C:15]1[CH:21]=[CH:20][C:18]([NH2:19])=[CH:17][CH:16]=1)[CH2:11][CH2:12][CH3:13].Cl.[OH-].[Na+]. The catalyst is CC(C)=O.O. The yield is 0.800. (5) The reactants are [CH2:1]([O:8][C:9]1[CH:10]=[C:11]2[C:15](=[CH:16][CH:17]=1)[NH:14][CH:13]=[CH:12]2)[C:2]1[CH:7]=[CH:6][CH:5]=[CH:4][CH:3]=1.[BH3-]C#N.[Na+].O.[OH-].[K+]. The yield is 0.890. The catalyst is C(O)(=O)C. The product is [CH2:1]([O:8][C:9]1[CH:10]=[C:11]2[C:15](=[CH:16][CH:17]=1)[NH:14][CH2:13][CH2:12]2)[C:2]1[CH:3]=[CH:4][CH:5]=[CH:6][CH:7]=1.